Dataset: Merck oncology drug combination screen with 23,052 pairs across 39 cell lines. Task: Regression. Given two drug SMILES strings and cell line genomic features, predict the synergy score measuring deviation from expected non-interaction effect. (1) Drug 1: N#Cc1ccc(Cn2cncc2CN2CCN(c3cccc(Cl)c3)C(=O)C2)cc1. Drug 2: NC(=O)c1cccc2cn(-c3ccc(C4CCCNC4)cc3)nc12. Cell line: NCIH520. Synergy scores: synergy=9.38. (2) Drug 1: CN(Cc1cnc2nc(N)nc(N)c2n1)c1ccc(C(=O)NC(CCC(=O)O)C(=O)O)cc1. Drug 2: COC1=C2CC(C)CC(OC)C(O)C(C)C=C(C)C(OC(N)=O)C(OC)C=CC=C(C)C(=O)NC(=CC1=O)C2=O. Cell line: MSTO. Synergy scores: synergy=-37.4. (3) Drug 1: COC1=C2CC(C)CC(OC)C(O)C(C)C=C(C)C(OC(N)=O)C(OC)C=CC=C(C)C(=O)NC(=CC1=O)C2=O. Drug 2: CCc1c2c(nc3ccc(O)cc13)-c1cc3c(c(=O)n1C2)COC(=O)C3(O)CC. Cell line: ES2. Synergy scores: synergy=-3.70. (4) Drug 1: CC1CC2C3CCC4=CC(=O)C=CC4(C)C3(F)C(O)CC2(C)C1(O)C(=O)CO. Drug 2: NC1(c2ccc(-c3nc4ccn5c(=O)[nH]nc5c4cc3-c3ccccc3)cc2)CCC1. Cell line: HT144. Synergy scores: synergy=-2.47. (5) Drug 1: N.N.O=C(O)C1(C(=O)O)CCC1.[Pt]. Drug 2: COC1=C2CC(C)CC(OC)C(O)C(C)C=C(C)C(OC(N)=O)C(OC)C=CC=C(C)C(=O)NC(=CC1=O)C2=O. Cell line: NCIH520. Synergy scores: synergy=-5.17. (6) Drug 1: O=S1(=O)NC2(CN1CC(F)(F)F)C1CCC2Cc2cc(C=CCN3CCC(C(F)(F)F)CC3)ccc2C1. Drug 2: NC1CCCCC1N.O=C(O)C(=O)O.[Pt+2]. Cell line: ES2. Synergy scores: synergy=-25.8. (7) Drug 1: N#Cc1ccc(Cn2cncc2CN2CCN(c3cccc(Cl)c3)C(=O)C2)cc1. Drug 2: O=C(CCCCCCC(=O)Nc1ccccc1)NO. Cell line: OV90. Synergy scores: synergy=19.8. (8) Drug 1: NC1(c2ccc(-c3nc4ccn5c(=O)[nH]nc5c4cc3-c3ccccc3)cc2)CCC1. Drug 2: Cc1nc(Nc2ncc(C(=O)Nc3c(C)cccc3Cl)s2)cc(N2CCN(CCO)CC2)n1. Cell line: RPMI7951. Synergy scores: synergy=24.4. (9) Drug 1: COC1CC2CCC(C)C(O)(O2)C(=O)C(=O)N2CCCCC2C(=O)OC(C(C)CC2CCC(OP(C)(C)=O)C(OC)C2)CC(=O)C(C)C=C(C)C(O)C(OC)C(=O)C(C)CC(C)C=CC=CC=C1C. Drug 2: CCC1(O)C(=O)OCc2c1cc1n(c2=O)Cc2cc3c(CN(C)C)c(O)ccc3nc2-1. Cell line: LOVO. Synergy scores: synergy=18.7. (10) Drug 1: CCN(CC)CCNC(=O)c1c(C)[nH]c(C=C2C(=O)Nc3ccc(F)cc32)c1C. Drug 2: NC1(c2ccc(-c3nc4ccn5c(=O)[nH]nc5c4cc3-c3ccccc3)cc2)CCC1. Cell line: UWB1289. Synergy scores: synergy=26.5.